From a dataset of Forward reaction prediction with 1.9M reactions from USPTO patents (1976-2016). Predict the product of the given reaction. (1) Given the reactants C[O:2][C:3](=[O:31])[C:4]([CH3:30])([NH:7][C:8]([C:10]1[CH:19]=[CH:18][C:17]2[C:12](=[CH:13][CH:14]=[CH:15][CH:16]=2)[C:11]=1[O:20][CH2:21][CH2:22][O:23][C:24]1[CH:29]=[CH:28][CH:27]=[CH:26][CH:25]=1)=[O:9])[CH2:5][CH3:6], predict the reaction product. The product is: [CH3:30][C:4]([NH:7][C:8]([C:10]1[CH:19]=[CH:18][C:17]2[C:12](=[CH:13][CH:14]=[CH:15][CH:16]=2)[C:11]=1[O:20][CH2:21][CH2:22][O:23][C:24]1[CH:29]=[CH:28][CH:27]=[CH:26][CH:25]=1)=[O:9])([CH2:5][CH3:6])[C:3]([OH:31])=[O:2]. (2) Given the reactants [F:1][C:2]1[CH:34]=[C:33]([F:35])[CH:32]=[CH:31][C:3]=1[CH2:4][N:5]([CH2:16][C:17]1[CH:30]=[CH:29][C:20]([O:21][C:22]2[CH:23]=[C:24]([OH:28])[CH:25]=[CH:26][CH:27]=2)=[CH:19][CH:18]=1)[C:6]1[CH:11]=[CH:10][CH:9]=[C:8]([N+:12]([O-:14])=[O:13])[C:7]=1[CH3:15].Br[CH2:37][CH2:38][CH2:39][CH2:40][C:41]([O:43][CH2:44][CH3:45])=[O:42], predict the reaction product. The product is: [F:1][C:2]1[CH:34]=[C:33]([F:35])[CH:32]=[CH:31][C:3]=1[CH2:4][N:5]([CH2:16][C:17]1[CH:30]=[CH:29][C:20]([O:21][C:22]2[CH:23]=[C:24]([CH:25]=[CH:26][CH:27]=2)[O:28][CH2:37][CH2:38][CH2:39][CH2:40][C:41]([O:43][CH2:44][CH3:45])=[O:42])=[CH:19][CH:18]=1)[C:6]1[CH:11]=[CH:10][CH:9]=[C:8]([N+:12]([O-:14])=[O:13])[C:7]=1[CH3:15]. (3) Given the reactants Cl[S:2]([C:5]1[CH:14]=[CH:13][C:8]([C:9]([O:11][CH3:12])=[O:10])=[CH:7][CH:6]=1)(=[O:4])=[O:3].[CH3:15][N:16]1[C:24]2[C:19](=[CH:20][C:21]([CH2:25][NH2:26])=[CH:22][CH:23]=2)[CH:18]=[CH:17]1, predict the reaction product. The product is: [CH3:15][N:16]1[C:24]2[C:19](=[CH:20][C:21]([CH2:25][NH:26][S:2]([C:5]3[CH:14]=[CH:13][C:8]([C:9]([O:11][CH3:12])=[O:10])=[CH:7][CH:6]=3)(=[O:4])=[O:3])=[CH:22][CH:23]=2)[CH:18]=[CH:17]1.